This data is from Reaction yield outcomes from USPTO patents with 853,638 reactions. The task is: Predict the reaction yield, written as a fraction of the theoretical maximum amount of product (1.0 means a 100% yield; for example, 0.34 means a 34% yield). (1) The reactants are B(Br)(Br)Br.[CH3:5][O:6][C:7]([C:9]1[S:10][C:11]([Br:16])=[CH:12][C:13]=1[O:14]C)=[O:8].O. The catalyst is C(Cl)Cl. The product is [CH3:5][O:6][C:7]([C:9]1[S:10][C:11]([Br:16])=[CH:12][C:13]=1[OH:14])=[O:8]. The yield is 0.810. (2) The reactants are [CH3:1][NH:2][CH3:3].[F:4][C:5]1[CH:13]=[CH:12][CH:11]=[C:10]2[C:6]=1[C:7]([C:14](=[O:33])[C:15]([N:17]1[CH2:22][CH2:21][N:20]([C:23]3[C:24](=[O:32])[C:25](=[O:31])[C:26]=3OC(C)C)[CH2:19][CH2:18]1)=[O:16])=[CH:8][NH:9]2. The catalyst is C(O)C. The product is [F:4][C:5]1[CH:13]=[CH:12][CH:11]=[C:10]2[C:6]=1[C:7]([C:14](=[O:33])[C:15]([N:17]1[CH2:18][CH2:19][N:20]([C:23]3[C:24](=[O:32])[C:25](=[O:31])[C:26]=3[N:2]([CH3:3])[CH3:1])[CH2:21][CH2:22]1)=[O:16])=[CH:8][NH:9]2. The yield is 0.990. (3) The catalyst is O1CCCC1. The product is [CH3:21][C:16]1([CH3:20])[CH2:17][CH2:18][CH2:19][N:13]([C:11]([N:29]2[CH2:33][CH2:32][CH2:31][CH2:30]2)=[O:10])[C:14]2[CH:25]=[C:24]([N+:26]([O-:28])=[O:27])[CH:23]=[CH:22][C:15]1=2. The reactants are [N+](C1C=CC([O:10][C:11]([N:13]2[CH2:19][CH2:18][CH2:17][C:16]([CH3:21])([CH3:20])[C:15]3[CH:22]=[CH:23][C:24]([N+:26]([O-:28])=[O:27])=[CH:25][C:14]2=3)=O)=CC=1)([O-])=O.[NH:29]1[CH2:33][CH2:32][CH2:31][CH2:30]1. The yield is 0.780. (4) The reactants are Br[C:2]1[CH:3]=[CH:4][C:5]([N:12]2[C:16]([NH:17][S:18]([C:21]3[CH:26]=[CH:25][C:24]([C:27]([CH3:30])([CH3:29])[CH3:28])=[C:23]([F:31])[CH:22]=3)(=[O:20])=[O:19])=[CH:15][C:14]([CH3:32])=[N:13]2)=[C:6]2[C:11]=1[N:10]=[CH:9][CH:8]=[CH:7]2.CC(=O)CC(=O)C.C(=O)([O-])[O-].[Cs+].[Cs+].C(OCC)(=O)C.[OH-].[NH4+:53]. The catalyst is CN(C=O)C.[Cu]I. The product is [NH2:53][C:2]1[CH:3]=[CH:4][C:5]([N:12]2[C:16]([NH:17][S:18]([C:21]3[CH:26]=[CH:25][C:24]([C:27]([CH3:30])([CH3:29])[CH3:28])=[C:23]([F:31])[CH:22]=3)(=[O:20])=[O:19])=[CH:15][C:14]([CH3:32])=[N:13]2)=[C:6]2[C:11]=1[N:10]=[CH:9][CH:8]=[CH:7]2. The yield is 0.700.